Dataset: Catalyst prediction with 721,799 reactions and 888 catalyst types from USPTO. Task: Predict which catalyst facilitates the given reaction. (1) Reactant: [CH2:1]([O:3][C:4]1[CH:5]=[C:6]([C:13]([O:21]C)(OC)[CH2:14][CH2:15][C:16]([O-:18])=O)[CH:7]=[CH:8][C:9]=1[O:10][CH2:11][CH3:12])[CH3:2].[K+].[C:24]1([C:30]2[CH:35]=[C:34]([NH2:36])[CH:33]=[C:32]([C:37]3[CH:42]=[CH:41][CH:40]=[CH:39][CH:38]=3)[CH:31]=2)[CH:29]=[CH:28][CH:27]=[CH:26][CH:25]=1.Cl.C(N=C=NCCCN(C)C)C.C1C=CC2N(O)N=NC=2C=1. Product: [CH2:1]([O:3][C:4]1[CH:5]=[C:6]([C:13](=[O:21])[CH2:14][CH2:15][C:16]([NH:36][C:34]2[CH:35]=[C:30]([C:24]3[CH:25]=[CH:26][CH:27]=[CH:28][CH:29]=3)[CH:31]=[C:32]([C:37]3[CH:42]=[CH:41][CH:40]=[CH:39][CH:38]=3)[CH:33]=2)=[O:18])[CH:7]=[CH:8][C:9]=1[O:10][CH2:11][CH3:12])[CH3:2]. The catalyst class is: 289. (2) Reactant: [Br:1][C:2]1[C:11]2[C:6](=[CH:7][CH:8]=[C:9]([O:12][CH3:13])[N:10]=2)[N:5]=[CH:4][C:3]=1[NH2:14].[F:15][B-:16]([F:19])([F:18])[F:17].[N:20]#[O+]. Product: [F:15][B-:16]([F:19])([F:18])[F:17].[Br:1][C:2]1[C:3]([N+:14]#[N:20])=[CH:4][N:5]=[C:6]2[C:11]=1[N:10]=[C:9]([O:12][CH3:13])[CH:8]=[CH:7]2. The catalyst class is: 1. (3) Reactant: [Cl:1][C:2]1[CH:25]=[C:24]([Cl:26])[CH:23]=[CH:22][C:3]=1[C:4]([C:6]1[O:10][C:9]2[C:11]([C:16]([O:18]CC)=[O:17])=[CH:12][C:13]([CH3:15])=[CH:14][C:8]=2[C:7]=1[CH3:21])=O.O.NN.[K].Cl. Product: [C:16]([C:11]1[C:9]2[O:10][C:6]([CH2:4][C:3]3[CH:22]=[CH:23][C:24]([Cl:26])=[CH:25][C:2]=3[Cl:1])=[C:7]([CH3:21])[C:8]=2[CH:14]=[C:13]([CH3:15])[CH:12]=1)([OH:18])=[O:17]. The catalyst class is: 196. (4) Reactant: [NH:1]1[CH2:6][CH2:5][CH:4]([CH2:7][N:8]2[C:16]3[C:11](=[CH:12][CH:13]=[CH:14][CH:15]=3)[C:10]3([C:20]4=[CH:21][C:22]5[O:26][CH2:25][O:24][C:23]=5[CH:27]=[C:19]4[O:18][CH2:17]3)[C:9]2=[O:28])[CH2:3][CH2:2]1.C=O.[C:31](O[BH-](OC(=O)C)OC(=O)C)(=O)C.[Na+].[Cl:45]C(Cl)C. Product: [ClH:45].[CH3:31][N:1]1[CH2:6][CH2:5][CH:4]([CH2:7][N:8]2[C:16]3[C:11](=[CH:12][CH:13]=[CH:14][CH:15]=3)[C:10]3([C:20]4=[CH:21][C:22]5[O:26][CH2:25][O:24][C:23]=5[CH:27]=[C:19]4[O:18][CH2:17]3)[C:9]2=[O:28])[CH2:3][CH2:2]1. The catalyst class is: 4. (5) Reactant: [CH:1](=[O:10])[CH:2]=[CH:3][C:4]1[CH:9]=[CH:8][CH:7]=[CH:6][CH:5]=1.C(C1C(=O)C(Cl)=C(Cl)C(=O)C=1C#N)#N.[C:25]1([CH2:31][CH2:32][CH2:33][OH:34])[CH:30]=[CH:29][CH:28]=[CH:27][CH:26]=1.O.[O-2].[O-2].[O-2].O=[Si]=O.O=[Si]=O.O=[Si]=O.O=[Si]=O.[Al+3].[Al+3]. Product: [C:1]([O:34][CH2:33][CH2:32][CH2:31][C:25]1[CH:30]=[CH:29][CH:28]=[CH:27][CH:26]=1)(=[O:10])[CH:2]=[CH:3][C:4]1[CH:9]=[CH:8][CH:7]=[CH:6][CH:5]=1. The catalyst class is: 11. (6) Reactant: Cl[C:2]1[CH:7]=[C:6]([NH:8][C@@H:9]2[CH2:14][CH2:13][C@H:12]([C:15]([N:17]3[CH2:22][CH2:21][N:20]([C:23]([O:25][C:26]([CH3:29])([CH3:28])[CH3:27])=[O:24])[CH2:19][C@H:18]3[CH3:30])=[O:16])[CH2:11][CH2:10]2)[C:5]([N+:31]([O-:33])=[O:32])=[CH:4][N:3]=1.[N:34]1([CH2:40][CH2:41][OH:42])[CH2:39][CH2:38][CH2:37][CH2:36][CH2:35]1.C1OCCOCCOCCOCCOCCOC1.C(=O)([O-])[O-].[Cs+].[Cs+]. Product: [CH3:30][C@H:18]1[N:17]([C:15]([C@H:12]2[CH2:13][CH2:14][C@@H:9]([NH:8][C:6]3[C:5]([N+:31]([O-:33])=[O:32])=[CH:4][N:3]=[C:2]([O:42][CH2:41][CH2:40][N:34]4[CH2:39][CH2:38][CH2:37][CH2:36][CH2:35]4)[CH:7]=3)[CH2:10][CH2:11]2)=[O:16])[CH2:22][CH2:21][N:20]([C:23]([O:25][C:26]([CH3:29])([CH3:28])[CH3:27])=[O:24])[CH2:19]1. The catalyst class is: 11. (7) Reactant: [NH:1]([C:31]([O:33][CH2:34][CH:35]1[C:47]2[C:42](=[CH:43][CH:44]=[CH:45][CH:46]=2)[C:41]2[C:36]1=[CH:37][CH:38]=[CH:39][CH:40]=2)=[O:32])[C@H:2]([C:28]([NH2:30])=[O:29])[CH2:3][CH2:4][CH2:5][CH2:6][NH:7]C(C1C=CC=CC=1)(C1C=CC=CC=1)C1C=CC(C)=CC=1. Product: [NH:1]([C:31]([O:33][CH2:34][CH:35]1[C:36]2[C:41](=[CH:40][CH:39]=[CH:38][CH:37]=2)[C:42]2[C:47]1=[CH:46][CH:45]=[CH:44][CH:43]=2)=[O:32])[C@H:2]([C:28]([NH2:30])=[O:29])[CH2:3][CH2:4][CH2:5][CH2:6][NH2:7]. The catalyst class is: 2.